This data is from Forward reaction prediction with 1.9M reactions from USPTO patents (1976-2016). The task is: Predict the product of the given reaction. (1) Given the reactants [NH:1]1[C:9]2[C:4](=[CH:5][CH:6]=[CH:7][CH:8]=2)[CH2:3][C:2]1=[O:10].[NH:11]1[C:19]2[C:14](=[CH:15][CH:16]=[CH:17][CH:18]=2)[CH:13]=[C:12]1[CH:20]=O.N1CCCCC1, predict the reaction product. The product is: [NH:11]1[C:19]2[C:14](=[CH:15][CH:16]=[CH:17][CH:18]=2)[CH:13]=[C:12]1[CH:20]=[C:3]1[C:4]2[C:9](=[CH:8][CH:7]=[CH:6][CH:5]=2)[NH:1][C:2]1=[O:10]. (2) Given the reactants [F:1][C:2]1[CH:7]=[CH:6][CH:5]=[C:4]([F:8])[C:3]=1[OH:9].[Br:10][CH2:11][CH2:12]Br.C([O-])([O-])=O.[K+].[K+], predict the reaction product. The product is: [Br:10][CH2:11][CH2:12][O:9][C:3]1[C:2]([F:1])=[CH:7][CH:6]=[CH:5][C:4]=1[F:8].